From a dataset of Forward reaction prediction with 1.9M reactions from USPTO patents (1976-2016). Predict the product of the given reaction. Given the reactants C[O:2][C:3]([C@@H:5]1[CH2:10][CH2:9][C@@H:8]([O:11][Si:12]([C:25]([CH3:28])([CH3:27])[CH3:26])([C:19]2[CH:24]=[CH:23][CH:22]=[CH:21][CH:20]=2)[C:13]2[CH:18]=[CH:17][CH:16]=[CH:15][CH:14]=2)[CH2:7][C@H:6]1[C:29]([O:31][C:32]([CH3:35])([CH3:34])[CH3:33])=[O:30])=[O:4].[Li+].[OH-].Cl, predict the reaction product. The product is: [C:32]([O:31][C:29]([C@@H:6]1[CH2:7][C@H:8]([O:11][Si:12]([C:25]([CH3:28])([CH3:27])[CH3:26])([C:19]2[CH:20]=[CH:21][CH:22]=[CH:23][CH:24]=2)[C:13]2[CH:14]=[CH:15][CH:16]=[CH:17][CH:18]=2)[CH2:9][CH2:10][C@H:5]1[C:3]([OH:4])=[O:2])=[O:30])([CH3:35])([CH3:33])[CH3:34].